This data is from Full USPTO retrosynthesis dataset with 1.9M reactions from patents (1976-2016). The task is: Predict the reactants needed to synthesize the given product. (1) Given the product [ClH:30].[NH2:26][C:4]1[CH:5]=[C:6]([C:9]2[CH:10]=[CH:11][C:12]3[N:13]([C:15]([C:18]4[CH:23]=[CH:22][CH:21]=[CH:20][C:19]=4[O:24][CH3:25])=[N:16][N:17]=3)[CH:14]=2)[CH:7]=[CH:8][C:3]=1[O:2][CH3:1], predict the reactants needed to synthesize it. The reactants are: [CH3:1][O:2][C:3]1[CH:8]=[CH:7][C:6]([C:9]2[CH:10]=[CH:11][C:12]3[N:13]([C:15]([C:18]4[CH:23]=[CH:22][CH:21]=[CH:20][C:19]=4[O:24][CH3:25])=[N:16][N:17]=3)[CH:14]=2)=[CH:5][C:4]=1[N+:26]([O-])=O.[NH4+].[Cl-:30]. (2) Given the product [CH3:1][O:2][C:3]1[CH:4]=[CH:5][C:6]([N+:13]([O-:15])=[O:14])=[C:7]([CH2:9][C:10]([NH:29][CH:26]2[CH2:27][CH2:28][N:23]([CH2:22][C:16]3[CH:21]=[CH:20][CH:19]=[CH:18][CH:17]=3)[CH2:24][CH2:25]2)=[O:12])[CH:8]=1, predict the reactants needed to synthesize it. The reactants are: [CH3:1][O:2][C:3]1[CH:4]=[CH:5][C:6]([N+:13]([O-:15])=[O:14])=[C:7]([CH2:9][C:10]([OH:12])=O)[CH:8]=1.[C:16]1([CH2:22][N:23]2[CH2:28][CH2:27][CH:26]([NH2:29])[CH2:25][CH2:24]2)[CH:21]=[CH:20][CH:19]=[CH:18][CH:17]=1.ClCCl.N. (3) Given the product [NH2:14][C:15](=[O:58])[C:16]([CH3:57])([CH3:56])[CH2:17][NH:18][C:19]([C@H:21]([CH:53]([CH3:55])[CH3:54])[CH2:22][C@@H:23]1[O:27][CH2:26][N:25]([C:28]([O:30][CH2:31][O:10][C:8]([O:7][CH2:6][CH:4]2[CH2:5][O:1][CH2:2][O:3]2)=[O:9])=[O:29])[C@H:24]1[CH2:33][C@H:34]([CH2:38][C:39]1[CH:44]=[CH:43][C:42]([O:45][CH3:46])=[C:41]([O:47][CH2:48][CH2:49][CH2:50][O:51][CH3:52])[CH:40]=1)[CH:35]([CH3:37])[CH3:36])=[O:20], predict the reactants needed to synthesize it. The reactants are: [O:1]1[CH2:5][CH:4]([CH2:6][OH:7])[O:3][CH2:2]1.[C:8](=O)([O-:10])[O-:9].[Cs+].[Cs+].[NH2:14][C:15](=[O:58])[C:16]([CH3:57])([CH3:56])[CH2:17][NH:18][C:19]([C@H:21]([CH:53]([CH3:55])[CH3:54])[CH2:22][C@@H:23]1[O:27][CH2:26][N:25]([C:28]([O:30][CH2:31]Cl)=[O:29])[C@H:24]1[CH2:33][C@H:34]([CH2:38][C:39]1[CH:44]=[CH:43][C:42]([O:45][CH3:46])=[C:41]([O:47][CH2:48][CH2:49][CH2:50][O:51][CH3:52])[CH:40]=1)[CH:35]([CH3:37])[CH3:36])=[O:20].